From a dataset of Full USPTO retrosynthesis dataset with 1.9M reactions from patents (1976-2016). Predict the reactants needed to synthesize the given product. (1) Given the product [CH:1]1([N:4]2[C:13]3[C:8](=[CH:9][CH:10]=[CH:11][CH:12]=3)[N:7]([C:14]([C@H:16]3[N:20]([CH2:25][C:26]4[CH:31]=[C:30]([Cl:32])[CH:29]=[CH:28][C:27]=4[Cl:33])[C:19](=[O:21])[CH2:18][CH2:17]3)=[O:15])[CH2:6][CH2:5]2)[CH2:2][CH2:3]1, predict the reactants needed to synthesize it. The reactants are: [CH:1]1([N:4]2[C:13]3[C:8](=[CH:9][CH:10]=[CH:11][CH:12]=3)[N:7]([C:14]([C@H:16]3[NH:20][C:19](=[O:21])[CH2:18][CH2:17]3)=[O:15])[CH2:6][CH2:5]2)[CH2:3][CH2:2]1.[H-].[Na+].Br[CH2:25][C:26]1[CH:31]=[C:30]([Cl:32])[CH:29]=[CH:28][C:27]=1[Cl:33]. (2) The reactants are: CCOC(/N=N/C(OCC)=O)=O.[CH2:13]([O:15][C:16]([C:18]1[NH:19][C:20]2[C:25]([CH:26]=1)=[C:24]([OH:27])[CH:23]=[CH:22][CH:21]=2)=[O:17])[CH3:14].[C:41]1(P([C:41]2[CH:46]=[CH:45][CH:44]=[CH:43][CH:42]=2)[C:41]2[CH:46]=[CH:45][CH:44]=[CH:43][CH:42]=2)[CH:46]=[CH:45][CH:44]=[CH:43][CH:42]=1.C1(CO)CCCC1. Given the product [CH2:13]([O:15][C:16]([C:18]1[NH:19][C:20]2[C:25]([CH:26]=1)=[C:24]([O:27][CH2:41][CH:46]1[CH2:42][CH2:43][CH2:44][CH2:45]1)[CH:23]=[CH:22][CH:21]=2)=[O:17])[CH3:14], predict the reactants needed to synthesize it. (3) Given the product [CH3:51][O:50][C:44]1[CH:43]=[C:42]([N:35]2[CH2:40][CH2:39][O:38][CH2:37][CH2:36]2)[CH:47]=[C:46]([CH3:48])[C:45]=1[NH2:49], predict the reactants needed to synthesize it. The reactants are: C1(P(C2CCCCC2)C2C=CC=CC=2C2C=CC=CC=2N(C)C)CCCCC1.CC(C)([O-])C.[K+].[NH:35]1[CH2:40][CH2:39][O:38][CH2:37][CH2:36]1.Br[C:42]1[CH:47]=[C:46]([CH3:48])[C:45]([NH2:49])=[C:44]([O:50][CH3:51])[CH:43]=1. (4) Given the product [Cl:13][C:10]1[CH:11]=[CH:12][C:7]([N:5]2[C:4](=[O:16])[CH2:3][CH:2]([NH:1][C:22](=[O:23])[C:21]3[CH:25]=[C:26]([C:28]([F:29])([F:30])[F:31])[CH:27]=[C:19]([C:18]([F:17])([F:32])[F:33])[CH:20]=3)[CH2:6]2)=[CH:8][C:9]=1[O:14][CH3:15], predict the reactants needed to synthesize it. The reactants are: [NH2:1][CH:2]1[CH2:6][N:5]([C:7]2[CH:12]=[CH:11][C:10]([Cl:13])=[C:9]([O:14][CH3:15])[CH:8]=2)[C:4](=[O:16])[CH2:3]1.[F:17][C:18]([F:33])([F:32])[C:19]1[CH:20]=[C:21]([CH:25]=[C:26]([C:28]([F:31])([F:30])[F:29])[CH:27]=1)[C:22](Cl)=[O:23]. (5) Given the product [CH3:62][O:61][C:60](=[O:63])[NH:59][C@@H:55]([CH:56]([CH3:58])[CH3:57])[C:54](=[O:64])[N:50]1[CH2:51][CH2:52][CH2:53][C@@:49]1([C:65](=[O:67])[NH2:66])[C:46]1[CH:47]=[CH:48][C:43]([C@@H:11]2[N:10]([C:2]3[S:1][C:5]4[CH2:6][CH2:7][CH2:8][CH2:9][C:4]=4[N:3]=3)[C@@H:14]([C:15]3[CH:20]=[CH:19][C:18]([C@:21]4([C:37](=[O:39])[NH2:38])[CH2:25][CH2:24][CH2:23][N:22]4[C:26](=[O:36])[C@@H:27]([NH:31][C:32](=[O:35])[O:33][CH3:34])[CH:28]([CH3:30])[CH3:29])=[C:17]([NH2:40])[CH:16]=3)[CH2:13][CH2:12]2)=[CH:44][C:45]=1[NH2:68], predict the reactants needed to synthesize it. The reactants are: [S:1]1[C:5]2[CH2:6][CH2:7][CH2:8][CH2:9][C:4]=2[N:3]=[C:2]1[N:10]1[C@@H:14]([C:15]2[CH:20]=[CH:19][C:18]([C@:21]3([C:37](=[O:39])[NH2:38])[CH2:25][CH2:24][CH2:23][N:22]3[C:26](=[O:36])[C@@H:27]([NH:31][C:32](=[O:35])[O:33][CH3:34])[CH:28]([CH3:30])[CH3:29])=[C:17]([N+:40]([O-])=O)[CH:16]=2)[CH2:13][CH2:12][C@@H:11]1[C:43]1[CH:48]=[CH:47][C:46]([C@:49]2([C:65](=[O:67])[NH2:66])[CH2:53][CH2:52][CH2:51][N:50]2[C:54](=[O:64])[C@@H:55]([NH:59][C:60](=[O:63])[O:61][CH3:62])[CH:56]([CH3:58])[CH3:57])=[C:45]([N+:68]([O-])=O)[CH:44]=1. (6) Given the product [C:34]([CH2:36][NH:37][C:38]([C@@H:40]1[CH2:45][CH2:44][CH2:43][CH2:42][C@@H:41]1[NH:46][C:29](=[O:30])[C:28]1[CH:32]=[CH:33][C:25]([S:22]([NH:70][CH2:69][C:66]2[CH:67]=[CH:68][N:63]=[CH:64][CH:65]=2)(=[O:24])=[O:23])=[CH:26][CH:27]=1)=[O:39])#[N:35], predict the reactants needed to synthesize it. The reactants are: N[C@H]1CCCC[C@H]1C(NCCC#N)=O.N1C=CC=CC=1.F[S:22]([C:25]1[CH:33]=[CH:32][C:28]([C:29](Cl)=[O:30])=[CH:27][CH:26]=1)(=[O:24])=[O:23].[C:34]([CH2:36][NH:37][C:38]([C@@H:40]1[CH2:45][CH2:44][CH2:43][CH2:42][C@@H:41]1[NH:46]C(=O)C1C=CC(F)=CC=1)=[O:39])#[N:35].C(N(CC)CC)C.[N:63]1[CH:68]=[CH:67][C:66]([CH2:69][NH2:70])=[CH:65][CH:64]=1. (7) Given the product [Cl:8][C:6]1[CH:5]=[C:4]([C:9]2[CH:13]=[C:12]([C:42]3[CH:41]=[CH:40][C:39]4[C:44](=[CH:45][CH:46]=[C:37]([O:36][CH3:35])[CH:38]=4)[CH:43]=3)[N:11]([C@H:22]([C:24]3[CH:34]=[CH:33][C:27]([C:28]([O:30][CH2:31][CH3:32])=[O:29])=[CH:26][CH:25]=3)[CH3:23])[N:10]=2)[CH:3]=[C:2]([Cl:1])[CH:7]=1, predict the reactants needed to synthesize it. The reactants are: [Cl:1][C:2]1[CH:3]=[C:4]([C:9]2[CH:13]=[C:12](OS(C(F)(F)F)(=O)=O)[N:11]([C@H:22]([C:24]3[CH:34]=[CH:33][C:27]([C:28]([O:30][CH2:31][CH3:32])=[O:29])=[CH:26][CH:25]=3)[CH3:23])[N:10]=2)[CH:5]=[C:6]([Cl:8])[CH:7]=1.[CH3:35][O:36][C:37]1[CH:38]=[C:39]2[C:44](=[CH:45][CH:46]=1)[CH:43]=[C:42](B(O)O)[CH:41]=[CH:40]2.C(N(CC)CC)C. (8) Given the product [N+:1]([C:4]1[CH:8]=[N:7][N:6]2[C:14]([C:16]3[CH:17]=[C:18]([N:22]([CH2:29][CH3:30])[S:23]([CH:26]([CH3:27])[CH3:28])(=[O:25])=[O:24])[CH:19]=[CH:20][CH:21]=3)=[CH:13][CH:12]=[N:9][C:5]=12)([O-:3])=[O:2], predict the reactants needed to synthesize it. The reactants are: [N+:1]([C:4]1[CH:8]=[N:7][NH:6][C:5]=1[NH2:9])([O-:3])=[O:2].CN(C)[CH:12]=[CH:13][C:14]([C:16]1[CH:17]=[C:18]([N:22]([CH2:29][CH3:30])[S:23]([CH:26]([CH3:28])[CH3:27])(=[O:25])=[O:24])[CH:19]=[CH:20][CH:21]=1)=O.C(OCC)(=O)C.